This data is from Reaction yield outcomes from USPTO patents with 853,638 reactions. The task is: Predict the reaction yield, written as a fraction of the theoretical maximum amount of product (1.0 means a 100% yield; for example, 0.34 means a 34% yield). (1) The yield is 0.470. The product is [C:1]([C:5]1[O:9][N:8]=[C:7]([NH:10][C:11]([NH:13][C:14]2[CH:19]=[CH:18][CH:17]=[C:16]([O:20][C:21]3[C:30]4[C:25](=[CH:26][C:27]([O:33][C@H:34]5[CH2:38][CH2:37][N:36]([CH2:45][C:46]([F:49])([F:48])[F:47])[CH2:35]5)=[C:28]([O:31][CH3:32])[CH:29]=4)[N:24]=[CH:23][N:22]=3)[CH:15]=2)=[O:12])[CH:6]=1)([CH3:4])([CH3:2])[CH3:3]. The reactants are [C:1]([C:5]1[O:9][N:8]=[C:7]([NH:10][C:11]([NH:13][C:14]2[CH:19]=[CH:18][CH:17]=[C:16]([O:20][C:21]3[C:30]4[C:25](=[CH:26][C:27]([O:33][C@H:34]5[CH2:38][CH2:37][NH:36][CH2:35]5)=[C:28]([O:31][CH3:32])[CH:29]=4)[N:24]=[CH:23][N:22]=3)[CH:15]=2)=[O:12])[CH:6]=1)([CH3:4])([CH3:3])[CH3:2].FC(F)(F)S(O[CH2:45][C:46]([F:49])([F:48])[F:47])(=O)=O.C(N(CC)C(C)C)(C)C. The catalyst is C(Cl)Cl. (2) The reactants are [C:1]([O:5][C:6](=[O:15])[NH:7][C@H:8]([C:12](=O)[NH2:13])[CH2:9][C:10]#[CH:11])([CH3:4])([CH3:3])[CH3:2].N1C=CC=CC=1.FC(F)(F)C(OC(=O)C(F)(F)F)=O. The catalyst is O1CCOCC1. The product is [C:1]([O:5][C:6](=[O:15])[NH:7][C@H:8]([C:12]#[N:13])[CH2:9][C:10]#[CH:11])([CH3:4])([CH3:2])[CH3:3]. The yield is 0.970. (3) The catalyst is C1COCC1.C(Cl)Cl.[OH-].[Na+]. The yield is 0.650. The reactants are C(OC([N:8]1[CH2:17][CH2:16][C:15]2[C:11](=[CH:12][N:13]([C:18]3[C:27]4[C:22](=[CH:23][CH:24]=[C:25]([O:28][CH3:29])[N:26]=4)[N:21]=[CH:20][CH:19]=3)[N:14]=2)[CH2:10][CH2:9]1)=O)(C)(C)C.C(OC(N1CCC(=O)C(=CO)CC1)=O)(C)(C)C.COC1N=C2C(=CC=1)N=CC=C2NN.C1(C)C=CC(S(O)(=O)=O)=CC=1. The product is [CH3:29][O:28][C:25]1[N:26]=[C:27]2[C:22](=[CH:23][CH:24]=1)[N:21]=[CH:20][CH:19]=[C:18]2[N:13]1[CH:12]=[C:11]2[C:15]([CH2:16][CH2:17][NH:8][CH2:9][CH2:10]2)=[N:14]1. (4) The catalyst is C(OCC)(=O)C. The reactants are [N+:1]([O-:4])([OH:3])=[O:2].[Cl:5][C:6]1[CH:11]=[CH:10][C:9]([CH:12]2[N:16]([C:17]3[CH:22]=[CH:21][C:20]([Cl:23])=[CH:19][C:18]=3[Cl:24])[N:15]=[C:14]([C:25]([NH:27][N:28]3[CH2:33][CH2:32][CH2:31][CH2:30][CH2:29]3)=[O:26])[CH2:13]2)=[CH:8][CH:7]=1. The yield is 0.860. The product is [N+:1]([O-:4])([OH:3])=[O:2].[Cl:5][C:6]1[CH:11]=[CH:10][C:9]([CH:12]2[N:16]([C:17]3[CH:22]=[CH:21][C:20]([Cl:23])=[CH:19][C:18]=3[Cl:24])[N:15]=[C:14]([C:25]([NH:27][N:28]3[CH2:29][CH2:30][CH2:31][CH2:32][CH2:33]3)=[O:26])[CH2:13]2)=[CH:8][CH:7]=1. (5) The reactants are [NH2:1][C:2]1[CH:7]=[CH:6][CH:5]=[CH:4][CH:3]=1.C[Li].[Cl:10][C:11]1[CH:42]=[CH:41][CH:40]=[CH:39][C:12]=1[CH2:13][N:14]([CH3:38])[C:15]([C:17]1[N:18]=[N:19][N:20]([CH2:23][C:24]2[CH:29]=[C:28]([C:30]([F:33])([F:32])[F:31])[CH:27]=[C:26]([C:34]([F:37])([F:36])[F:35])[CH:25]=2)[C:21]=1Cl)=[O:16]. The catalyst is C1COCC1.CCOCC. The product is [Cl:10][C:11]1[CH:42]=[CH:41][CH:40]=[CH:39][C:12]=1[CH2:13][N:14]([CH3:38])[C:15]([C:17]1[N:18]=[N:19][N:20]([CH2:23][C:24]2[CH:29]=[C:28]([C:30]([F:33])([F:31])[F:32])[CH:27]=[C:26]([C:34]([F:37])([F:35])[F:36])[CH:25]=2)[C:21]=1[NH:1][C:2]1[CH:7]=[CH:6][CH:5]=[CH:4][CH:3]=1)=[O:16]. The yield is 0.760. (6) The reactants are [Cl:1][C:2]1[CH:3]=[C:4]([C:7](=[O:9])[CH3:8])[S:5][CH:6]=1.CO[CH:12](OC)[N:13]([CH3:15])[CH3:14]. No catalyst specified. The product is [Cl:1][C:2]1[CH:3]=[C:4]([C:7](=[O:9])[CH:8]=[CH:12][N:13]([CH3:15])[CH3:14])[S:5][CH:6]=1. The yield is 0.770. (7) The reactants are C([O:3][C:4](=O)[C:5]1[CH:10]=[CH:9][C:8]([O:11][C:12]2[CH:17]=[CH:16][C:15]([C:18]3[CH:22]=[CH:21][S:20][CH:19]=3)=[CH:14][CH:13]=2)=[CH:7][CH:6]=1)C.[H-].[H-].[H-].[H-].[Li+].[Al+3]. No catalyst specified. The product is [S:20]1[CH:21]=[CH:22][C:18]([C:15]2[CH:16]=[CH:17][C:12]([O:11][C:8]3[CH:9]=[CH:10][C:5]([CH2:4][OH:3])=[CH:6][CH:7]=3)=[CH:13][CH:14]=2)=[CH:19]1. The yield is 0.990.